Dataset: Reaction yield outcomes from USPTO patents with 853,638 reactions. Task: Predict the reaction yield, written as a fraction of the theoretical maximum amount of product (1.0 means a 100% yield; for example, 0.34 means a 34% yield). (1) The reactants are C(O[C:4]1[CH:9]=[CH:8][N:7]([C:10]2[CH:15]=[CH:14][C:13]([F:16])=[CH:12][CH:11]=2)[C:6](=[O:17])[C:5]=1[C:18]([NH:20][C:21]1[C:40]([F:41])=[CH:39][C:24]([O:25][C:26]2[CH:31]=[CH:30][N:29]=[C:28]([NH:32][C:33](=O)[O:34]C(C)=C)[CH:27]=2)=[C:23]([F:42])[CH:22]=1)=[O:19])C.[CH3:43][NH2:44].C[N:46]1[CH2:50]CCC1. No catalyst specified. The product is [F:42][C:23]1[CH:22]=[C:21]([NH:20][C:18]([C:5]2[C:6](=[O:17])[N:7]([C:10]3[CH:11]=[CH:12][C:13]([F:16])=[CH:14][CH:15]=3)[CH:8]=[CH:9][C:4]=2[NH:46][CH3:50])=[O:19])[C:40]([F:41])=[CH:39][C:24]=1[O:25][C:26]1[CH:31]=[CH:30][N:29]=[C:28]([NH:32][C:33]([NH:44][CH3:43])=[O:34])[CH:27]=1. The yield is 0.180. (2) The reactants are [Br:1][C:2]1[N:7]2[CH:8]=[CH:9][N:10]=[C:6]2[C:5]([NH:11][C:12]2[CH:17]=[CH:16][C:15]([N:18]3[CH2:23][CH2:22][O:21][CH2:20][CH2:19]3)=[C:14]([C:24]([CH3:32])([CH3:31])[O:25][SiH2:26][C:27]([CH3:30])([CH3:29])[CH3:28])[CH:13]=2)=[N:4][CH:3]=1.[C:33]([O:37][C:38](O[C:38]([O:37][C:33]([CH3:36])([CH3:35])[CH3:34])=[O:39])=[O:39])([CH3:36])([CH3:35])[CH3:34]. The catalyst is C(Cl)Cl. The product is [C:33]([O:37][C:38](=[O:39])[N:11]([C:5]1[C:6]2[N:7]([CH:8]=[CH:9][N:10]=2)[C:2]([Br:1])=[CH:3][N:4]=1)[C:12]1[CH:17]=[CH:16][C:15]([N:18]2[CH2:19][CH2:20][O:21][CH2:22][CH2:23]2)=[C:14]([C:24]([CH3:32])([CH3:31])[O:25][SiH2:26][C:27]([CH3:30])([CH3:29])[CH3:28])[CH:13]=1)([CH3:36])([CH3:35])[CH3:34]. The yield is 0.540. (3) The reactants are Cl[C:2]1[N:11]=[CH:10][C:9]2[N:8]([CH3:12])[C:7](=[O:13])[C:6]([CH2:16][CH3:17])([CH2:14][CH3:15])[N:5]([CH:18]3[CH2:22][CH2:21][CH2:20][CH2:19]3)[C:4]=2[N:3]=1.C[CH:24]1[CH2:28][C:27]2=[C:29]([C:34]([OH:36])=[O:35])[CH:30]=[CH:31][C:32]([NH2:33])=[C:26]2[O:25]1.Cl. The catalyst is C(O)C.O. The product is [CH:18]1([N:5]2[C:4]3[N:3]=[C:2]([NH:33][C:32]4[CH:31]=[CH:30][C:29]([C:34]([OH:36])=[O:35])=[C:27]5[C:26]=4[O:25][CH2:24][CH2:28]5)[N:11]=[CH:10][C:9]=3[N:8]([CH3:12])[C:7](=[O:13])[C:6]2([CH2:16][CH3:17])[CH2:14][CH3:15])[CH2:22][CH2:21][CH2:20][CH2:19]1. The yield is 0.380. (4) The reactants are [CH3:1][CH:2]1[CH2:6][CH2:5][CH2:4][N:3]1[CH2:7][CH2:8][CH2:9][O:10][C:11]1[CH:16]=[CH:15][C:14]([C:17]2[S:18][C:19]3[CH2:20]N[CH2:22][CH2:23][C:24]=3[N:25]=2)=[CH:13][CH:12]=1.[CH3:26]O.[C:28]([BH3-])#[N:29].[Na+].[C:32]([OH:35])(=O)[CH3:33]. No catalyst specified. The product is [CH3:1][CH:2]1[CH2:6][CH2:5][CH2:4][N:3]1[CH2:7][CH2:8][CH2:9][O:10][C:11]1[CH:16]=[CH:15][C:14]([C:17]2[S:18][C:19]3[CH2:20][N:29]([CH2:28][CH2:26][CH:32]([OH:35])[CH3:33])[CH2:22][CH2:23][C:24]=3[N:25]=2)=[CH:13][CH:12]=1.[CH3:1][CH:2]1[CH2:6][CH2:5][CH2:4][N:3]1[CH2:7][CH2:8][CH2:9][O:10][C:11]1[CH:16]=[CH:15][C:14]([C:17]2[S:18][C:19]3[CH2:20][N:29]([C@@H:28]4[CH2:33][C@H:32]([OH:35])[CH2:26]4)[CH2:22][CH2:23][C:24]=3[N:25]=2)=[CH:13][CH:12]=1. The yield is 0.0700. (5) The reactants are [NH2:1][C:2]1[CH:3]=[CH:4][C:5]([C:8]#[N:9])=[N:6][CH:7]=1.C(N(CC)CC)C.[S:17]1[CH:21]=[CH:20][CH:19]=[C:18]1[C:22](Cl)=[O:23]. The catalyst is ClCCl. The product is [C:8]([C:5]1[N:6]=[CH:7][C:2]([NH:1][C:22]([C:18]2[S:17][CH:21]=[CH:20][CH:19]=2)=[O:23])=[CH:3][CH:4]=1)#[N:9]. The yield is 0.0774. (6) The reactants are [C:1]1([CH:7]2[CH2:12][CH2:11][CH2:10][CH2:9][C:8]2=[O:13])[CH:6]=[CH:5][CH:4]=[CH:3][CH:2]=1.C(O[CH:19](N(C)C)[N:20]([CH3:22])[CH3:21])(C)(C)C. No catalyst specified. The product is [CH3:19][N:20]([CH3:22])/[CH:21]=[C:9]1\[C:8](=[O:13])[CH:7]([C:1]2[CH:6]=[CH:5][CH:4]=[CH:3][CH:2]=2)[CH2:12][CH2:11][CH2:10]\1. The yield is 1.00. (7) The catalyst is CO.O1CCOCC1. The reactants are C[O-].[Na+].[F:4][C:5]1[C:6]([O:14][CH2:15][C:16]2[CH:21]=[CH:20][CH:19]=[CH:18][CH:17]=2)=[C:7]([C:11](=[NH:13])[NH2:12])[CH:8]=[CH:9][CH:10]=1.C[O:23][C:24](=O)[CH2:25][C:26]([CH3:28])=O. The product is [F:4][C:5]1[C:6]([O:14][CH2:15][C:16]2[CH:21]=[CH:20][CH:19]=[CH:18][CH:17]=2)=[C:7]([C:11]2[NH:12][C:26]([CH3:28])=[CH:25][C:24](=[O:23])[N:13]=2)[CH:8]=[CH:9][CH:10]=1. The yield is 0.870. (8) The reactants are [CH3:1][CH:2]([CH3:12])[CH2:3][CH2:4][C:5]([C:7]1[CH:11]=[CH:10][S:9][CH:8]=1)=O.Cl.[C:14]([CH2:17][O:18][NH2:19])([OH:16])=[O:15].[C:14]([CH2:17][O:18][NH2:19])([OH:16])=[O:15].[OH-].[Na+]. The catalyst is CO. The product is [CH3:1][CH:2]([CH3:12])[CH2:3][CH2:4][C:5](=[N:19][O:18][CH2:17][C:14]([OH:16])=[O:15])[C:7]1[CH:11]=[CH:10][S:9][CH:8]=1. The yield is 0.670. (9) The yield is 0.250. The catalyst is C1C=CC(P(C2C=CC=CC=2)[C-]2C=CC=C2)=CC=1.C1C=CC(P(C2C=CC=CC=2)[C-]2C=CC=C2)=CC=1.Cl[Pd]Cl.[Fe+2]. The reactants are [Cl:1][C:2]1[CH:7]=[CH:6][N:5]=[C:4]2[NH:8][C:9]([C:11]3[CH:16]=[CH:15][C:14]([CH2:17][N:18]4[CH2:23][CH2:22][O:21][CH2:20][CH2:19]4)=[CH:13][CH:12]=3)=[N:10][C:3]=12.[N:24]1([C:29]([C:31]2[CH:36]=[CH:35][C:34](B(O)O)=[CH:33][CH:32]=2)=[O:30])[CH2:28][CH2:27][CH2:26][CH2:25]1.C(=O)([O-])[O-].[Na+].[Na+]. The product is [ClH:1].[N:18]1([CH2:17][C:14]2[CH:15]=[CH:16][C:11]([C:9]3[NH:8][C:4]4=[N:5][CH:6]=[CH:7][C:2]([C:34]5[CH:33]=[CH:32][C:31]([C:29]([N:24]6[CH2:25][CH2:26][CH2:27][CH2:28]6)=[O:30])=[CH:36][CH:35]=5)=[C:3]4[N:10]=3)=[CH:12][CH:13]=2)[CH2:23][CH2:22][O:21][CH2:20][CH2:19]1. (10) The catalyst is O1CCOCC1.ClCCl.C1C=CC(/C=C/C(/C=C/C2C=CC=CC=2)=O)=CC=1.C1C=CC(/C=C/C(/C=C/C2C=CC=CC=2)=O)=CC=1.C1C=CC(/C=C/C(/C=C/C2C=CC=CC=2)=O)=CC=1.[Pd].[Pd]. The yield is 0.420. The reactants are [CH3:1][N:2]1[CH:6]=[C:5](B2OC(C)(C)C(C)(C)O2)[CH:4]=[N:3]1.C1(P(C2CCCCC2)C2CCCCC2)CCCCC1.[CH:35]1([N:39]2[CH2:45][CH2:44][CH2:43][N:42]([C:46]([N:48]3[CH2:51][CH:50]([O:52][C:53]4[CH:58]=[CH:57][C:56](I)=[CH:55][CH:54]=4)[CH2:49]3)=[O:47])[CH2:41][CH2:40]2)[CH2:38][CH2:37][CH2:36]1.[O-]P([O-])([O-])=O.[K+].[K+].[K+]. The product is [CH:35]1([N:39]2[CH2:45][CH2:44][CH2:43][N:42]([C:46]([N:48]3[CH2:49][CH:50]([O:52][C:53]4[CH:58]=[CH:57][C:56]([C:5]5[CH:4]=[N:3][N:2]([CH3:1])[CH:6]=5)=[CH:55][CH:54]=4)[CH2:51]3)=[O:47])[CH2:41][CH2:40]2)[CH2:38][CH2:37][CH2:36]1.